This data is from Reaction yield outcomes from USPTO patents with 853,638 reactions. The task is: Predict the reaction yield, written as a fraction of the theoretical maximum amount of product (1.0 means a 100% yield; for example, 0.34 means a 34% yield). (1) The reactants are Cl.[NH2:2][OH:3].[Cl:4][C:5]1[CH:6]=[C:7]([C@@H:15]([CH2:26][CH:27]2[CH2:32][CH2:31][C:30](=O)[CH2:29][CH2:28]2)[C:16]([NH:18][C:19]2[CH:24]=[N:23][C:22]([CH3:25])=[CH:21][N:20]=2)=[O:17])[CH:8]=[CH:9][C:10]=1[S:11]([CH3:14])(=[O:13])=[O:12]. The catalyst is CO.N1C(C)=CC=CC=1C. The product is [Cl:4][C:5]1[CH:6]=[C:7]([C@@H:15]([CH2:26][CH:27]2[CH2:32][CH2:31][C:30](=[N:2][OH:3])[CH2:29][CH2:28]2)[C:16]([NH:18][C:19]2[CH:24]=[N:23][C:22]([CH3:25])=[CH:21][N:20]=2)=[O:17])[CH:8]=[CH:9][C:10]=1[S:11]([CH3:14])(=[O:13])=[O:12]. The yield is 1.00. (2) The yield is 0.320. The reactants are Br[C:2]1[CH:3]=[CH:4][C:5]([F:26])=[C:6]([C:8]2([C:19]3[CH:24]=[CH:23][N:22]=[C:21]([CH3:25])[CH:20]=3)[C:16]3[C:11](=[C:12]([F:17])[CH:13]=[CH:14][CH:15]=3)[C:10]([NH2:18])=[N:9]2)[CH:7]=1.[CH3:27][S:28]([C:31]1[CH:32]=[C:33](B(O)O)[CH:34]=[N:35][CH:36]=1)(=[O:30])=[O:29]. No catalyst specified. The product is [F:17][C:12]1[CH:13]=[CH:14][CH:15]=[C:16]2[C:11]=1[C:10]([NH2:18])=[N:9][C:8]2([C:6]1[CH:7]=[C:2]([C:33]2[CH:34]=[N:35][CH:36]=[C:31]([S:28]([CH3:27])(=[O:30])=[O:29])[CH:32]=2)[CH:3]=[CH:4][C:5]=1[F:26])[C:19]1[CH:24]=[CH:23][N:22]=[C:21]([CH3:25])[CH:20]=1. (3) The reactants are ClC1C=CC2SC=[C:8]([CH2:9][N:10]3[CH2:14][CH2:13][N:12](C4SC(C(O)=O)=C(C)N=4)C3=O)[C:4]=2[CH:3]=1.[F:27][C:28]1[CH:49]=[CH:48][C:31]([CH2:32][N:33]2[CH2:37][CH2:36][N:35]([C:38]3[S:39][C:40]([C:44](O)=[O:45])=[C:41]([CH3:43])[N:42]=3)[C:34]2=[O:47])=[CH:30][CH:29]=1.N1C=CC=CC=1CN. No catalyst specified. The product is [F:27][C:28]1[CH:29]=[CH:30][C:31]([CH2:32][N:33]2[CH2:37][CH2:36][N:35]([C:38]3[S:39][C:40]([C:44]([NH:12][CH2:13][C:14]4[CH:3]=[CH:4][CH:8]=[CH:9][N:10]=4)=[O:45])=[C:41]([CH3:43])[N:42]=3)[C:34]2=[O:47])=[CH:48][CH:49]=1. The yield is 0.540. (4) The reactants are [Cl:1][C:2]1[CH:19]=[CH:18][C:5]([CH2:6][CH2:7][NH:8][C:9](=[O:17])[C:10]2[CH:15]=[CH:14][C:13]([OH:16])=[CH:12][CH:11]=2)=[CH:4][CH:3]=1.C([O-])([O-])=O.[K+].[K+].[Br:26][C:27]1[CH:28]=[C:29]([CH:32]=[CH:33][C:34]=1F)[CH:30]=[O:31]. The catalyst is CS(C)=O.C(OCC)(=O)C. The product is [Cl:1][C:2]1[CH:3]=[CH:4][C:5]([CH2:6][CH2:7][NH:8][C:9](=[O:17])[C:10]2[CH:15]=[CH:14][C:13]([O:16][C:34]3[CH:33]=[CH:32][C:29]([CH:30]=[O:31])=[CH:28][C:27]=3[Br:26])=[CH:12][CH:11]=2)=[CH:18][CH:19]=1. The yield is 0.710. (5) The reactants are [CH2:1](OC(C1(CCCCSC)CCC1)=O)[CH3:2].[CH2:16]([O:18][C:19]([C:21]1([CH2:25][CH2:26][CH2:27][CH2:28][S:29]([CH3:32])(=[O:31])=[O:30])[CH2:24][CH2:23][CH2:22]1)=[O:20])[CH3:17]. No catalyst specified. The product is [CH2:16]([O:18][C:19]([C:21]1([CH2:25][CH2:26][CH2:27][CH2:28][S:29]([CH3:32])(=[O:30])=[O:31])[CH2:24][CH2:23][CH:22]1[CH2:1][CH3:2])=[O:20])[CH3:17]. The yield is 0.920.